Dataset: Forward reaction prediction with 1.9M reactions from USPTO patents (1976-2016). Task: Predict the product of the given reaction. (1) Given the reactants [NH:1]1[CH2:6][CH2:5][CH:4]([CH2:7][OH:8])[CH2:3][CH2:2]1.Cl[C:10]1[C:11]2[C:20]([C:21]3[CH:26]=[CH:25][CH:24]=[CH:23][CH:22]=3)=[CH:19][S:18][C:12]=2[N:13]=[C:14]([CH2:16][Cl:17])[N:15]=1.C(N(CC)CC)C, predict the reaction product. The product is: [Cl:17][CH2:16][C:14]1[N:15]=[C:10]([N:1]2[CH2:6][CH2:5][CH:4]([CH2:7][OH:8])[CH2:3][CH2:2]2)[C:11]2[C:20]([C:21]3[CH:22]=[CH:23][CH:24]=[CH:25][CH:26]=3)=[CH:19][S:18][C:12]=2[N:13]=1. (2) Given the reactants [F:1][C:2]([F:19])([C:15]([F:18])([F:17])[F:16])[C:3]([NH:5][C:6]1[CH:11]=[CH:10][CH:9]=[CH:8][C:7]=1[N+:12]([O-])=O)=O, predict the reaction product. The product is: [F:1][C:2]([F:19])([C:3]1[NH:12][C:7]2[CH:8]=[CH:9][CH:10]=[CH:11][C:6]=2[N:5]=1)[C:15]([F:18])([F:17])[F:16]. (3) Given the reactants [NH:1]1[C:9]2[C:4](=[CH:5][CH:6]=[CH:7][CH:8]=2)[C:3]([CH2:10][C:11]([N:13]2[CH2:22][CH2:21][C:20]3[C:15](=[CH:16][C:17]([C:23]([NH:25][O:26]C4CCCCO4)=[O:24])=[CH:18][CH:19]=3)[CH2:14]2)=[O:12])=[CH:2]1.Cl, predict the reaction product. The product is: [OH:26][NH:25][C:23]([C:17]1[CH:16]=[C:15]2[C:20]([CH2:21][CH2:22][N:13]([C:11](=[O:12])[CH2:10][C:3]3[C:4]4[C:9](=[CH:8][CH:7]=[CH:6][CH:5]=4)[NH:1][CH:2]=3)[CH2:14]2)=[CH:19][CH:18]=1)=[O:24]. (4) Given the reactants [C:1]([C:5]1[CH:10]=[CH:9][C:8]([S:11]([N:14]2[C:20]3[CH:21]=[C:22]([C:25]#[N:26])[CH:23]=[CH:24][C:19]=3[NH:18][C:17]3[N:27]=[C:28]([C:31]([F:34])([F:33])[F:32])[CH:29]=[CH:30][C:16]=3[CH2:15]2)(=[O:13])=[O:12])=[CH:7][CH:6]=1)([CH3:4])([CH3:3])[CH3:2].[NH2:35][OH:36].C(=O)([O-])[O-].[K+].[K+], predict the reaction product. The product is: [C:1]([C:5]1[CH:6]=[CH:7][C:8]([S:11]([N:14]2[C:20]3[CH:21]=[C:22]([C:25](=[N:35][OH:36])[NH2:26])[CH:23]=[CH:24][C:19]=3[NH:18][C:17]3[N:27]=[C:28]([C:31]([F:33])([F:34])[F:32])[CH:29]=[CH:30][C:16]=3[CH2:15]2)(=[O:12])=[O:13])=[CH:9][CH:10]=1)([CH3:4])([CH3:2])[CH3:3].